From a dataset of Catalyst prediction with 721,799 reactions and 888 catalyst types from USPTO. Predict which catalyst facilitates the given reaction. (1) Reactant: C(OC(=O)[NH:7][C:8]1[CH:13]=[C:12]([CH3:14])[C:11]([C:15]([F:18])([F:17])[F:16])=[CH:10][C:9]=1[NH2:19])(C)(C)C.C(O[C:26](=[O:49])[CH2:27][C:28](=O)[C:29]1[CH:34]=[CH:33][CH:32]=[C:31]([C:35]2[S:36][CH:37]=[C:38]([CH2:40][O:41]C3CCCCO3)[N:39]=2)[CH:30]=1)(C)(C)C. The catalyst class is: 11. Product: [OH:41][CH2:40][C:38]1[N:39]=[C:35]([C:31]2[CH:30]=[C:29]([C:28]3[CH2:27][C:26](=[O:49])[NH:19][C:9]4[CH:10]=[C:11]([C:15]([F:16])([F:17])[F:18])[C:12]([CH3:14])=[CH:13][C:8]=4[N:7]=3)[CH:34]=[CH:33][CH:32]=2)[S:36][CH:37]=1. (2) Reactant: Cl.C([O:6][C:7](=[O:18])[CH2:8][C:9]1([CH2:16][NH2:17])[CH2:15][CH:14]2[CH:10]1[CH:11]=[CH:12][CH2:13]2)(C)(C)C. Product: [NH2:17][CH2:16][C:9]1([CH2:8][C:7]([OH:18])=[O:6])[CH2:15][CH:14]2[CH:10]1[CH:11]=[CH:12][CH2:13]2. The catalyst class is: 13. (3) Reactant: CC([O-])(C)C.[K+].[Br:7][C:8]1[CH:9]=[C:10]2[C:14](=[CH:15][CH:16]=1)[NH:13][N:12]=[CH:11]2.[CH3:17][O:18][C:19]1[CH:26]=[CH:25][C:22]([CH2:23]Cl)=[CH:21][CH:20]=1. Product: [Br:7][C:8]1[CH:9]=[C:10]2[C:14](=[CH:15][CH:16]=1)[N:13]([CH2:23][C:22]1[CH:25]=[CH:26][C:19]([O:18][CH3:17])=[CH:20][CH:21]=1)[N:12]=[CH:11]2. The catalyst class is: 1. (4) Reactant: [C:1]([O:5][C:6](=[O:34])[NH:7][CH2:8][C:9]1[CH:14]=[CH:13][C:12]([O:15][Si](C(C)(C)C)(C2C=CC=CC=2)C2C=CC=CC=2)=[CH:11][C:10]=1[F:33])([CH3:4])([CH3:3])[CH3:2].[F-].C([N+](CCCC)(CCCC)CCCC)CCC. Product: [C:1]([O:5][C:6](=[O:34])[NH:7][CH2:8][C:9]1[CH:14]=[CH:13][C:12]([OH:15])=[CH:11][C:10]=1[F:33])([CH3:4])([CH3:2])[CH3:3]. The catalyst class is: 1. (5) Reactant: C(=O)([O-])[O-].[K+].[K+].C(O[C:10]([CH:12]1[C:17](=[O:18])[CH2:16][CH2:15][N:14]([CH2:19][C:20]2[CH:25]=[CH:24][CH:23]=[CH:22][CH:21]=2)[CH2:13]1)=O)C.[CH2:26](I)[CH2:27][CH2:28]C. The catalyst class is: 21. Product: [CH2:19]([N:14]1[CH2:15][CH2:16][C:17](=[O:18])[CH:12]([CH2:10][CH2:26][CH2:27][CH3:28])[CH2:13]1)[C:20]1[CH:21]=[CH:22][CH:23]=[CH:24][CH:25]=1.